Predict the product of the given reaction. From a dataset of Forward reaction prediction with 1.9M reactions from USPTO patents (1976-2016). Given the reactants [Cl:1][C:2]1[CH:3]=[CH:4][C:5]([C:9]2[N:13]([CH2:14][CH:15]3[CH2:20][CH2:19][CH2:18][CH2:17][CH2:16]3)[C:12]3[CH:21]=[C:22]([F:26])[C:23]([F:25])=[CH:24][C:11]=3[N:10]=2)=[C:6]([OH:8])[CH:7]=1.[CH3:27][O:28][C:29](=[O:40])[CH2:30][O:31][C:32]1[CH:37]=[CH:36][C:35]([CH2:38]Br)=[CH:34][CH:33]=1, predict the reaction product. The product is: [CH3:27][O:28][C:29](=[O:40])[CH2:30][O:31][C:32]1[CH:37]=[CH:36][C:35]([CH2:38][O:8][C:6]2[CH:7]=[C:2]([Cl:1])[CH:3]=[CH:4][C:5]=2[C:9]2[N:13]([CH2:14][CH:15]3[CH2:16][CH2:17][CH2:18][CH2:19][CH2:20]3)[C:12]3[CH:21]=[C:22]([F:26])[C:23]([F:25])=[CH:24][C:11]=3[N:10]=2)=[CH:34][CH:33]=1.